This data is from Forward reaction prediction with 1.9M reactions from USPTO patents (1976-2016). The task is: Predict the product of the given reaction. (1) Given the reactants [Cl:1][C:2]1[CH:17]=[CH:16][C:5]([CH2:6][C:7]2[O:11][N:10]=[C:9]([C:12]([O:14]C)=[O:13])[CH:8]=2)=[CH:4][CH:3]=1.[OH-].[Na+], predict the reaction product. The product is: [Cl:1][C:2]1[CH:3]=[CH:4][C:5]([CH2:6][C:7]2[O:11][N:10]=[C:9]([C:12]([OH:14])=[O:13])[CH:8]=2)=[CH:16][CH:17]=1. (2) Given the reactants [NH2:1][C:2]1[CH:3]=[C:4]2[C:9](=[CH:10][CH:11]=1)[N:8]=[C:7]([CH3:12])[N:6]=[C:5]2[N:13]([C:15]1[CH:20]=[CH:19][C:18]([O:21][CH3:22])=[CH:17][CH:16]=1)[CH3:14].C(=O)([O-])[O-].[K+].[K+].Cl[C:30]([O:32][CH3:33])=[O:31], predict the reaction product. The product is: [CH3:33][O:32][C:30]([NH:1][C:2]1[CH:3]=[C:4]2[C:9](=[CH:10][CH:11]=1)[N:8]=[C:7]([CH3:12])[N:6]=[C:5]2[N:13]([C:15]1[CH:20]=[CH:19][C:18]([O:21][CH3:22])=[CH:17][CH:16]=1)[CH3:14])=[O:31]. (3) Given the reactants Cl[C:2]1[N:7]=[C:6]([NH:8][C:9]2[N:14]=[CH:13][C:12]3[N:15]=[C:16]([CH3:21])[N:17]([CH:18]([CH3:20])[CH3:19])[C:11]=3[CH:10]=2)[CH:5]=[CH:4][N:3]=1.[CH2:22]([O:24][C:25](=[O:40])[C:26]([CH3:39])([CH3:38])/[CH:27]=[CH:28]/B1OC(C)(C)C(C)(C)O1)[CH3:23], predict the reaction product. The product is: [CH2:22]([O:24][C:25](=[O:40])[C:26]([CH3:39])([CH3:38])/[CH:27]=[CH:28]/[C:2]1[N:7]=[C:6]([NH:8][C:9]2[N:14]=[CH:13][C:12]3[N:15]=[C:16]([CH3:21])[N:17]([CH:18]([CH3:20])[CH3:19])[C:11]=3[CH:10]=2)[CH:5]=[CH:4][N:3]=1)[CH3:23]. (4) Given the reactants [Cl:1][CH2:2][C:3]1[N:12]([CH2:13][CH2:14][CH3:15])[C:11](=[O:16])[C:10]2[C:5](=[C:6]([OH:19])[C:7]([Cl:18])=[CH:8][C:9]=2[Cl:17])[N:4]=1.[CH3:20][NH2:21], predict the reaction product. The product is: [ClH:1].[Cl:17][C:9]1[CH:8]=[C:7]([Cl:18])[C:6]([OH:19])=[C:5]2[C:10]=1[C:11](=[O:16])[N:12]([CH2:13][CH2:14][CH3:15])[C:3]([CH2:2][NH:21][CH3:20])=[N:4]2. (5) Given the reactants [N:1]([C:4]1[CH:5]=[C:6]([S:12]([NH2:15])(=[O:14])=[O:13])[CH:7]=[CH:8][C:9]=1[O:10][CH3:11])=[C:2]=[S:3].CC1C=CC(C([NH2:23])=O)=CC=1NC(N)=S.N, predict the reaction product. The product is: [CH3:11][O:10][C:9]1[CH:8]=[CH:7][C:6]([S:12]([NH2:15])(=[O:13])=[O:14])=[CH:5][C:4]=1[NH:1][C:2]([NH2:23])=[S:3]. (6) Given the reactants [Cl-].[C:2]([C:4]1[CH:5]=[CH:6][C:7]([NH:30][C:31](=O)[C:32]([F:35])([F:34])[F:33])=[C:8]([CH2:10][P+](C2C=CC=CC=2)(C2C=CC=CC=2)C2C=CC=CC=2)[CH:9]=1)#[N:3], predict the reaction product. The product is: [F:33][C:32]([F:35])([F:34])[C:31]1[NH:30][C:7]2[C:8]([CH:10]=1)=[CH:9][C:4]([C:2]#[N:3])=[CH:5][CH:6]=2. (7) Given the reactants Br[C:2]1[CH:3]=[C:4]([O:9][CH:10]([C:12]2[C:17]([Cl:18])=[CH:16][CH:15]=[C:14]([F:19])[C:13]=2[Cl:20])[CH3:11])[C:5]([NH2:8])=[N:6][CH:7]=1.[B:21]1([B:21]2[O:25][C:24]([CH3:27])([CH3:26])[C:23]([CH3:29])([CH3:28])[O:22]2)[O:25][C:24]([CH3:27])([CH3:26])[C:23]([CH3:29])([CH3:28])[O:22]1.C([O-])(=O)C.[K+], predict the reaction product. The product is: [Cl:20][C:13]1[C:14]([F:19])=[CH:15][CH:16]=[C:17]([Cl:18])[C:12]=1[CH:10]([O:9][C:4]1[C:5]([NH2:8])=[N:6][CH:7]=[C:2]([B:21]2[O:25][C:24]([CH3:27])([CH3:26])[C:23]([CH3:29])([CH3:28])[O:22]2)[CH:3]=1)[CH3:11]. (8) Given the reactants [CH2:1]([O:3][C:4](=[O:8])[C:5](Cl)=[O:6])[CH3:2].[C:9]([SiH2:13][O:14][C:15]([C:32]1[CH:37]=[CH:36][CH:35]=[CH:34][CH:33]=1)([C:26]1[CH:31]=[CH:30][CH:29]=[CH:28][CH:27]=1)[C:16]1[N:17]=[CH:18][C:19]2[N:20]([CH:22]=[C:23]([CH3:25])[N:24]=2)[CH:21]=1)([CH3:12])([CH3:11])[CH3:10].C(=O)([O-])[O-].[Na+].[Na+], predict the reaction product. The product is: [CH2:1]([O:3][C:4](=[O:8])[C:5]([C:22]1[N:20]2[CH:21]=[C:16]([C:15]([C:26]3[CH:27]=[CH:28][CH:29]=[CH:30][CH:31]=3)([C:32]3[CH:33]=[CH:34][CH:35]=[CH:36][CH:37]=3)[O:14][SiH2:13][C:9]([CH3:12])([CH3:11])[CH3:10])[N:17]=[CH:18][C:19]2=[N:24][C:23]=1[CH3:25])=[O:6])[CH3:2].